This data is from Reaction yield outcomes from USPTO patents with 853,638 reactions. The task is: Predict the reaction yield, written as a fraction of the theoretical maximum amount of product (1.0 means a 100% yield; for example, 0.34 means a 34% yield). (1) The catalyst is C1COCC1. The reactants are [C:1]([O:5][C:6]([NH:8][C:9]1[CH:17]=[CH:16][C:12]([C:13](O)=[O:14])=[CH:11][C:10]=1[I:18])=[O:7])([CH3:4])([CH3:3])[CH3:2].B. The yield is 0.790. The product is [OH:14][CH2:13][C:12]1[CH:16]=[CH:17][C:9]([NH:8][C:6](=[O:7])[O:5][C:1]([CH3:2])([CH3:4])[CH3:3])=[C:10]([I:18])[CH:11]=1. (2) The catalyst is C(O)C. The reactants are [CH3:1][N:2]([CH3:29])[C:3]([C:5]1[C:17]([CH2:18][CH2:19][C:20](=[O:27])[C:21]2[CH:26]=[CH:25][CH:24]=[CH:23][CH:22]=2)=[C:16]([OH:28])[C:8]2[N:9]=[C:10]([CH:13]([CH3:15])[CH3:14])[N:11]([CH3:12])[C:7]=2[CH:6]=1)=[O:4].[BH4-].[Na+].[Cl-].[NH4+].O. The yield is 0.920. The product is [CH3:29][N:2]([CH3:1])[C:3]([C:5]1[C:17]([CH2:18][CH2:19][CH:20]([OH:27])[C:21]2[CH:26]=[CH:25][CH:24]=[CH:23][CH:22]=2)=[C:16]([OH:28])[C:8]2[N:9]=[C:10]([CH:13]([CH3:14])[CH3:15])[N:11]([CH3:12])[C:7]=2[CH:6]=1)=[O:4]. (3) The yield is 1.00. The catalyst is C(Cl)Cl.CO. The product is [OH:1][C@H:2]1[CH2:3][NH:4][CH2:5][C@H:6]1[CH2:7][NH:8][C:9](=[O:10])[O:11][CH2:12][C:13]1[CH:18]=[CH:17][CH:16]=[CH:15][CH:14]=1. The reactants are [OH:1][C@@H:2]1[C@H:6]([CH2:7][NH:8][C:9]([O:11][CH2:12][C:13]2[CH:18]=[CH:17][CH:16]=[CH:15][CH:14]=2)=[O:10])[CH2:5][N:4](C(OC(C)(C)C)=O)[CH2:3]1.O[C@H]1[C@@H](CNC(OCC2C=CC=CC=2)=O)CN(C(OC(C)(C)C)=O)C1.FC(F)(F)C(O)=O.CC[NH+](CC)CC.CC[NH+](CC)CC.C([O-])([O-])=O. (4) The yield is 0.850. The reactants are [F:1][C:2]([F:12])([F:11])[C:3]1[CH:4]=[C:5]([CH:8]=[CH:9][CH:10]=1)[CH2:6]Br.[B:13]1([B:13]2[O:17][C:16]([CH3:19])([CH3:18])[C:15]([CH3:21])([CH3:20])[O:14]2)[O:17][C:16]([CH3:19])([CH3:18])[C:15]([CH3:21])([CH3:20])[O:14]1.C(=O)([O-])[O-].[K+].[K+]. The catalyst is O1CCOCC1.[Pd].C1(P(C2C=CC=CC=2)C2C=CC=CC=2)C=CC=CC=1.C1(P(C2C=CC=CC=2)C2C=CC=CC=2)C=CC=CC=1.C1(P(C2C=CC=CC=2)C2C=CC=CC=2)C=CC=CC=1.C1(P(C2C=CC=CC=2)C2C=CC=CC=2)C=CC=CC=1. The product is [F:1][C:2]([F:12])([F:11])[C:3]1[CH:4]=[C:5]([CH:8]=[CH:9][CH:10]=1)[CH2:6][B:13]1[O:17][C:16]([CH3:19])([CH3:18])[C:15]([CH3:21])([CH3:20])[O:14]1. (5) The reactants are FC(F)(F)S(O[C:7]1[CH:12]=[CH:11][C:10]([Cl:13])=[C:9]([NH:14][C@@H:15]([C:17]2[CH:22]=[CH:21][C:20]([Cl:23])=[CH:19][C:18]=2[Cl:24])[CH3:16])[CH:8]=1)(=O)=O.[B:27]1([B:27]2[O:31][C:30]([CH3:33])([CH3:32])[C:29]([CH3:35])([CH3:34])[O:28]2)[O:31][C:30]([CH3:33])([CH3:32])[C:29]([CH3:35])([CH3:34])[O:28]1.C([O-])(=O)C.[K+]. The catalyst is C1C=CC(P(C2C=CC=CC=2)[C-]2C=CC=C2)=CC=1.C1C=CC(P(C2C=CC=CC=2)[C-]2C=CC=C2)=CC=1.Cl[Pd]Cl.[Fe+2]. The product is [Cl:13][C:10]1[CH:11]=[CH:12][C:7]([B:27]2[O:31][C:30]([CH3:33])([CH3:32])[C:29]([CH3:35])([CH3:34])[O:28]2)=[CH:8][C:9]=1[NH:14][C@@H:15]([C:17]1[CH:22]=[CH:21][C:20]([Cl:23])=[CH:19][C:18]=1[Cl:24])[CH3:16]. The yield is 0.790. (6) The reactants are [NH2:1][C:2]1[C:7]([N+:8]([O-:10])=[O:9])=[CH:6][CH:5]=[CH:4][N:3]=1.[CH2:11]([C:14](=[CH2:20])[C:15]([O:17][CH2:18][CH3:19])=[O:16])[CH2:12][CH3:13].N12CCCN=C1CCCCC2.O. The catalyst is CN(C=O)C.CCOC(C)=O. The product is [CH2:18]([O:17][C:15](=[O:16])[CH:14]([CH2:20][NH:1][C:2]1[C:7]([N+:8]([O-:10])=[O:9])=[CH:6][CH:5]=[CH:4][N:3]=1)[CH2:11][CH2:12][CH3:13])[CH3:19]. The yield is 0.110. (7) The reactants are [Cl:1][C:2]1[CH:3]=[C:4]([C:8]#[C:9][C:10]2[NH:11][O:12][CH:13]3[NH:17][CH2:16][CH2:15][C:14]=23)[CH:5]=[CH:6][CH:7]=1.C(N(CC)CC)C.Cl[C:26]([O:28][CH:29]([CH3:31])[CH3:30])=[O:27].C1(C)C=CC=CC=1. The catalyst is C(Cl)Cl.O. The product is [CH:29]([O:28][C:26]([N:17]1[CH:13]2[CH:14]([C:10]([C:9]#[C:8][C:4]3[CH:5]=[CH:6][CH:7]=[C:2]([Cl:1])[CH:3]=3)=[N:11][O:12]2)[CH2:15][CH2:16]1)=[O:27])([CH3:31])[CH3:30]. The yield is 0.380. (8) The reactants are [Br:1][C:2]1[CH:11]=[C:10]2[C:5]([N:6]=[CH:7][C:8](Cl)=[N:9]2)=[CH:4][CH:3]=1.[CH3:13][N:14]1[CH:18]=[CH:17][C:16]([NH2:19])=[N:15]1.CC(C)([O-])C.[K+].O. The catalyst is O1CCOCC1. The product is [Br:1][C:2]1[CH:11]=[C:10]2[C:5]([N:6]=[CH:7][C:8]([NH:19][C:16]3[CH:17]=[CH:18][N:14]([CH3:13])[N:15]=3)=[N:9]2)=[CH:4][CH:3]=1. The yield is 0.670. (9) The reactants are S(=O)(=O)(O)O.Cl.[F:7][C:8]1[CH:13]=[CH:12][CH:11]=[CH:10][C:9]=1[NH:14][NH2:15].[C:16](O)(=[O:23])[CH2:17][C:18]([C:20]([OH:22])=[O:21])=O. The catalyst is O. The product is [F:7][C:8]1[CH:13]=[CH:12][CH:11]=[CH:10][C:9]=1[N:14]1[C:16]([OH:23])=[CH:17][C:18]([C:20]([OH:22])=[O:21])=[N:15]1. The yield is 0.900. (10) The reactants are [C:1]([O:9][CH2:10][CH3:11])(=[O:8])[CH2:2][C:3]([O:5][CH2:6][CH3:7])=[O:4].[H-].[Na+].[Br:14][C:15]1[CH:20]=[C:19]([F:21])[CH:18]=[CH:17][C:16]=1[CH2:22]Br. The catalyst is C(COC)OC. The product is [CH2:10]([O:9][C:1](=[O:8])[CH:2]([CH2:22][C:16]1[CH:17]=[CH:18][C:19]([F:21])=[CH:20][C:15]=1[Br:14])[C:3]([O:5][CH2:6][CH3:7])=[O:4])[CH3:11]. The yield is 0.540.